Dataset: Peptide-MHC class II binding affinity with 134,281 pairs from IEDB. Task: Regression. Given a peptide amino acid sequence and an MHC pseudo amino acid sequence, predict their binding affinity value. This is MHC class II binding data. (1) The peptide sequence is NPTDTGHGTVVMQVK. The MHC is DRB1_1101 with pseudo-sequence DRB1_1101. The binding affinity (normalized) is 0. (2) The peptide sequence is IPPYCTIAPFGIFGTN. The MHC is DRB3_0101 with pseudo-sequence DRB3_0101. The binding affinity (normalized) is 0.